Dataset: Catalyst prediction with 721,799 reactions and 888 catalyst types from USPTO. Task: Predict which catalyst facilitates the given reaction. (1) Product: [C:23]([O:22][C:20](=[O:21])[C:19]([S:18][C:15]1[S:16][CH:17]=[C:13]([CH2:12][CH2:11][O:10][C:7]2[CH:6]=[CH:5][C:4]([C:3]([OH:29])=[O:2])=[CH:9][CH:8]=2)[N:14]=1)([CH3:28])[CH3:27])([CH3:24])([CH3:25])[CH3:26]. Reactant: C[O:2][C:3](=[O:29])[C:4]1[CH:9]=[CH:8][C:7]([O:10][CH2:11][CH2:12][C:13]2[N:14]=[C:15]([S:18][C:19]([CH3:28])([CH3:27])[C:20]([O:22][C:23]([CH3:26])([CH3:25])[CH3:24])=[O:21])[S:16][CH:17]=2)=[CH:6][CH:5]=1.[OH-].[Na+]. The catalyst class is: 111. (2) Reactant: [N+:1]([C:4]1[CH:10]=[CH:9][C:7]([NH2:8])=[CH:6][CH:5]=1)([O-:3])=[O:2].C(N(CC)CC)C.[Cl:18][CH2:19][C:20](Cl)=[O:21].O. Product: [Cl:18][CH2:19][C:20]([NH:8][C:7]1[CH:9]=[CH:10][C:4]([N+:1]([O-:3])=[O:2])=[CH:5][CH:6]=1)=[O:21]. The catalyst class is: 12. (3) Reactant: Cl[C:2]1[N:7]=[CH:6][C:5]2[C:8](=[C:13]3[C:21]4[C:16](=[CH:17][CH:18]=[C:19]([F:22])[CH:20]=4)[NH:15][C:14]3=[O:23])[O:9][CH:10]([CH2:11][CH3:12])[C:4]=2[CH:3]=1.C([O-])=O.[NH4+]. Product: [CH2:11]([CH:10]1[C:4]2[CH:3]=[CH:2][N:7]=[CH:6][C:5]=2[C:8](=[C:13]2[C:21]3[C:16](=[CH:17][CH:18]=[C:19]([F:22])[CH:20]=3)[NH:15][C:14]2=[O:23])[O:9]1)[CH3:12]. The catalyst class is: 29. (4) Reactant: [F:1][C:2]1[CH:3]=[CH:4][C:5]([CH2:8][O:9][C:10]2[CH:15]=[CH:14][N:13]([C:16]3[CH:21]=[CH:20][C:19]4[C:22]5[CH2:23][NH:24][CH2:25][CH2:26][C:27]=5[O:28][C:18]=4[CH:17]=3)[C:12](=[O:29])[CH:11]=2)=[N:6][CH:7]=1.[ClH:30].CCOCC. Product: [ClH:30].[F:1][C:2]1[CH:3]=[CH:4][C:5]([CH2:8][O:9][C:10]2[CH:15]=[CH:14][N:13]([C:16]3[CH:21]=[CH:20][C:19]4[C:22]5[CH2:23][NH:24][CH2:25][CH2:26][C:27]=5[O:28][C:18]=4[CH:17]=3)[C:12](=[O:29])[CH:11]=2)=[N:6][CH:7]=1. The catalyst class is: 5. (5) Reactant: [CH2:1]([CH:3]([C:6]1[C:7]2[N:8]([C:13]([C:17]3[N:21]4[CH:22]=[CH:23][CH:24]=[C:25]([CH:26]([OH:28])[CH3:27])[C:20]4=[N:19][C:18]=3[CH3:29])=[C:14]([CH3:16])[N:15]=2)[N:9]=[C:10]([CH3:12])[CH:11]=1)[CH2:4][CH3:5])[CH3:2].C[N+]1([O-])CCOCC1. Product: [CH2:1]([CH:3]([C:6]1[C:7]2[N:8]([C:13]([C:17]3[N:21]4[CH:22]=[CH:23][CH:24]=[C:25]([C:26](=[O:28])[CH3:27])[C:20]4=[N:19][C:18]=3[CH3:29])=[C:14]([CH3:16])[N:15]=2)[N:9]=[C:10]([CH3:12])[CH:11]=1)[CH2:4][CH3:5])[CH3:2]. The catalyst class is: 862.